Dataset: Reaction yield outcomes from USPTO patents with 853,638 reactions. Task: Predict the reaction yield, written as a fraction of the theoretical maximum amount of product (1.0 means a 100% yield; for example, 0.34 means a 34% yield). The yield is 0.970. The reactants are [NH2:1][C:2]1[CH:3]=[C:4]([CH:9]=[C:10]([O:12][CH2:13][CH:14]2[CH2:16][CH2:15]2)[CH:11]=1)[C:5]([O:7][CH3:8])=[O:6].[CH3:17][S:18](Cl)(=[O:20])=[O:19]. The product is [CH:14]1([CH2:13][O:12][C:10]2[CH:9]=[C:4]([CH:3]=[C:2]([NH:1][S:18]([CH3:17])(=[O:20])=[O:19])[CH:11]=2)[C:5]([O:7][CH3:8])=[O:6])[CH2:16][CH2:15]1. The catalyst is N1C=CC=CC=1.Cl.